The task is: Binary Classification. Given a miRNA mature sequence and a target amino acid sequence, predict their likelihood of interaction.. This data is from Experimentally validated miRNA-target interactions with 360,000+ pairs, plus equal number of negative samples. (1) The miRNA is hsa-miR-370-3p with sequence GCCUGCUGGGGUGGAACCUGGU. The protein sequence of the target gene is MGKQNSKLRPEVMQDLLESTDFTEHEIQEWYKGFLRDCPSGHLSMEEFKKIYGNFFPYGDASKFAEHVFRTFDANGDGTIDFREFIIALSVTSRGKLEQKLKWAFSMYDLDGNGYISKAEMLEIVQAIYKMVSSVMKMPEDESTPEKRTEKIFRQMDTNRDGKLSLEEFIRGAKSDPSIVRLLQCDPSSAGQF. Result: 0 (no interaction). (2) The protein sequence of the target gene is MSFVAYEELIKEGDTAILSLGHGAMVAVRVQRGAQTQTRHGVLRHSVDLIGRPFGSKVTCGRGGWVYVLHPTPELWTLNLPHRTQILYSTDIALITMMLELRPGSVVCESGTGSGSVSHAIIRTIAPTGHLHTVEFHQQRAEKAREEFQEHRVGRWVTVRTQDVCRSGFGVSHVADAVFLDIPSPWEAVGHAWDALKVEGGRFCSFSPCIEQVQRTCQALAARGFSELSTLEVLPQVYNVRTVSLPPPDLGTGTDGPAGSDTSPFRSGTPMKEAVGHTGYLTFATKTPG. Result: 0 (no interaction). The miRNA is mmu-miR-212-3p with sequence UAACAGUCUCCAGUCACGGCCA. (3) The miRNA is hsa-miR-645 with sequence UCUAGGCUGGUACUGCUGA. The protein sequence of the target gene is MAVELGVLLVRPRPGTGLGRVMRTLLLVLWLATRGSALYFHIGETEKKCFIEEIPDETMVIGNYRTQLYDKQREEYQPATPGLGMFVEVKDPEDKVILARQYGSEGRFTFTSHTPGEHQICLHSNSTKFSLFAGGMLRVHLDIQVGEHANDYAEIAAKDKLSELQLRVRQLVEQVEQIQKEQNYQRWREERFRQTSESTNQRVLWWSILQTLILVAIGVWQMRHLKSFFEAKKLV. Result: 1 (interaction). (4) The miRNA is hsa-miR-548ap-5p with sequence AAAAGUAAUUGCGGUCUUU. The protein sequence of the target gene is MAAAAVAAAAAAAAAASLQVLEMESMETAAAGSAGLAAEVRGSGTVDFGPGPGISAMEASGGDPGPEAEDFECSSHCSELSWRQNEQRRQGLFCDITLCFGGAGGREFRAHRSVLAAATEYFTPLLSGQFSESRSGRVEMRKWSSEPGPEPDTVEAVIEYMYTGRIRVSTGSVHEVLELADRFLLIRLKEFCGEFLKKKLHLSNCVAIHSLAHMYTLSQLALKAADMIRRNFHKVIQDEEFYTLPFHLIRDWLSDLEITVDSEEVLFETVLKWVQRNAEERERYFEELFKLLRLSQMKPT.... Result: 1 (interaction).